From a dataset of Reaction yield outcomes from USPTO patents with 853,638 reactions. Predict the reaction yield, written as a fraction of the theoretical maximum amount of product (1.0 means a 100% yield; for example, 0.34 means a 34% yield). (1) The reactants are C(OC([C:6]1[C:10]([C:11]2[CH:16]=[CH:15][N:14]=[CH:13][CH:12]=2)=[CH:9][S:8][C:7]=1[NH2:17])=O)C.[OH-].[K+].CCO. The catalyst is O. The product is [N:14]1[CH:15]=[CH:16][C:11]([C:10]2[CH:6]=[C:7]([NH2:17])[S:8][CH:9]=2)=[CH:12][CH:13]=1. The yield is 0.650. (2) The reactants are [C:1]1([C:7]2[O:11][C:10]([C:12]([F:15])([F:14])[F:13])=[C:9]([C:16](Cl)=[O:17])[CH:8]=2)[CH:6]=[CH:5][CH:4]=[CH:3][CH:2]=1.[F:19][C:20]([F:33])([F:32])[C:21]1[CH:22]=[C:23]([NH2:31])[CH:24]=[C:25]([C:27]([F:30])([F:29])[F:28])[CH:26]=1.C(N(CC)C(C)C)(C)C.Cl.C([O-])(O)=O.[Na+]. The catalyst is ClCCl. The yield is 0.920. The product is [F:19][C:20]([F:32])([F:33])[C:21]1[CH:22]=[C:23]([NH:31][C:16]([C:9]2[CH:8]=[C:7]([C:1]3[CH:6]=[CH:5][CH:4]=[CH:3][CH:2]=3)[O:11][C:10]=2[C:12]([F:15])([F:14])[F:13])=[O:17])[CH:24]=[C:25]([C:27]([F:28])([F:30])[F:29])[CH:26]=1. (3) The reactants are [NH2:1][C:2]1[CH:7]=[CH:6][C:5]([C:8]2[N:13]=[C:12]([N:14]3[CH:19]([CH3:20])[CH2:18][O:17][CH2:16][CH:15]3[CH3:21])[N:11]=[C:10]([C:22]3[CH:27]=[CH:26][C:25]([NH:28][C:29]([NH:31][CH3:32])=[O:30])=[CH:24][CH:23]=3)[N:9]=2)=[CH:4][CH:3]=1.[C:33]([C:36]1[CH:41]=[CH:40][C:39]([NH:42][C:43](=O)[O:44]C2C=CC=CC=2)=[CH:38][CH:37]=1)(=[O:35])[NH2:34]. No catalyst specified. The product is [CH3:21][CH:15]1[CH2:16][O:17][CH2:18][CH:19]([CH3:20])[N:14]1[C:12]1[N:11]=[C:10]([C:22]2[CH:27]=[CH:26][C:25]([NH:28][C:29](=[O:30])[NH:31][CH3:32])=[CH:24][CH:23]=2)[N:9]=[C:8]([C:5]2[CH:4]=[CH:3][C:2]([NH:1][C:43]([NH:42][C:39]3[CH:40]=[CH:41][C:36]([C:33]([NH2:34])=[O:35])=[CH:37][CH:38]=3)=[O:44])=[CH:7][CH:6]=2)[N:13]=1. The yield is 0.128. (4) The yield is 0.710. The reactants are [F:1][C:2]([F:18])([F:17])[C:3]1[S:7][C:6]([CH2:8][NH:9][C:10]([NH:12][C:13]([S:15][CH3:16])=[NH:14])=[O:11])=[CH:5][CH:4]=1.[C:19](OCC)(OCC)(OCC)[CH3:20]. No catalyst specified. The product is [CH3:19][C:20]1[N:9]([CH2:8][C:6]2[S:7][C:3]([C:2]([F:1])([F:17])[F:18])=[CH:4][CH:5]=2)[C:10](=[O:11])[N:12]=[C:13]([S:15][CH3:16])[N:14]=1.